This data is from Reaction yield outcomes from USPTO patents with 853,638 reactions. The task is: Predict the reaction yield, written as a fraction of the theoretical maximum amount of product (1.0 means a 100% yield; for example, 0.34 means a 34% yield). (1) The reactants are [CH3:13][C:12]([O:11][C:9](O[C:9]([O:11][C:12]([CH3:15])([CH3:14])[CH3:13])=[O:10])=[O:10])([CH3:15])[CH3:14].Cl.[NH2:17][CH2:18][C@H:19]([C:23]1[CH:28]=[CH:27][C:26]([Cl:29])=[CH:25][CH:24]=1)[C:20]([OH:22])=[O:21].O.O.O.O.O.[OH-].C[N+](C)(C)C.CC#N. The catalyst is O. The product is [C:12]([O:11][C:9]([NH:17][CH2:18][C@H:19]([C:23]1[CH:24]=[CH:25][C:26]([Cl:29])=[CH:27][CH:28]=1)[C:20]([OH:22])=[O:21])=[O:10])([CH3:13])([CH3:14])[CH3:15]. The yield is 0.906. (2) The reactants are [Si:1]([O:8][CH2:9][C@@H:10]1[CH2:14][CH2:13][C:12](=[O:15])[N:11]1[C:16]([O:18][CH2:19][C:20]1[CH:25]=[CH:24][CH:23]=[CH:22][CH:21]=1)=[O:17])([C:4]([CH3:7])([CH3:6])[CH3:5])([CH3:3])[CH3:2].[Li+].[OH-].CN(C(ON1N=NC2C=CC=CC1=2)=[N+](C)C)C.F[P-](F)(F)(F)(F)F.[C:52]([N:59]1[CH2:64][CH2:63][NH:62][CH2:61][CH2:60]1)([O:54][C:55]([CH3:58])([CH3:57])[CH3:56])=[O:53]. The catalyst is C1COCC1.O.CCOC(C)=O. The product is [CH2:19]([O:18][C:16]([NH:11][C@H:10]([CH2:9][O:8][Si:1]([C:4]([CH3:7])([CH3:5])[CH3:6])([CH3:3])[CH3:2])[CH2:14][CH2:13][C:12]([N:62]1[CH2:61][CH2:60][N:59]([C:52]([O:54][C:55]([CH3:58])([CH3:57])[CH3:56])=[O:53])[CH2:64][CH2:63]1)=[O:15])=[O:17])[C:20]1[CH:25]=[CH:24][CH:23]=[CH:22][CH:21]=1. The yield is 0.565. (3) The reactants are [CH2:1]([N:8]1[CH2:13][CH2:12][CH2:11][C@@H:10]([OH:14])[CH2:9]1)[C:2]1[CH:7]=[CH:6][CH:5]=[CH:4][CH:3]=1.[CH2:15]([N:18]=[C:19]=[O:20])[CH:16]=[CH2:17]. The catalyst is ClCCl.CO. The product is [CH2:15]([NH:18][C:19]([O:14][CH:10]1[CH2:11][CH2:12][CH2:13][N:8]([CH2:1][C:2]2[CH:3]=[CH:4][CH:5]=[CH:6][CH:7]=2)[CH2:9]1)=[O:20])[CH:16]=[CH2:17]. The yield is 0.580. (4) The reactants are [C:1]([C:3]1[C:4]([C:20]([F:23])([F:22])[F:21])=[C:5]2[C:9](=[CH:10][CH:11]=1)[N:8]([CH2:12][C:13](=[NH:16])[NH:14][OH:15])[C:7]([CH2:17][CH2:18][CH3:19])=[CH:6]2)#[N:2].[Br:24][C:25]1[CH:26]=[CH:27][C:28]([Cl:34])=[C:29]([CH:33]=1)[C:30](Cl)=O.C(N(CC)CC)C. The catalyst is C(#N)C. The product is [Br:24][C:25]1[CH:26]=[CH:27][C:28]([Cl:34])=[C:29]([C:30]2[O:15][N:14]=[C:13]([CH2:12][N:8]3[C:9]4[C:5](=[C:4]([C:20]([F:22])([F:23])[F:21])[C:3]([C:1]#[N:2])=[CH:11][CH:10]=4)[CH:6]=[C:7]3[CH2:17][CH2:18][CH3:19])[N:16]=2)[CH:33]=1. The yield is 0.260. (5) The reactants are [NH2:1][C:2]1[CH:3]=[C:4]([CH:8]=[CH:9][CH:10]=1)[C:5]([OH:7])=[O:6].[CH:11]([C:14]1[CH:19]=[CH:18][C:17]([N:20]=[C:21]=[O:22])=[CH:16][CH:15]=1)([CH3:13])[CH3:12].O. The catalyst is CN(C)C=O. The product is [CH:11]([C:14]1[CH:19]=[CH:18][C:17]([NH:20][C:21](=[O:22])[NH:1][C:2]2[CH:3]=[C:4]([CH:8]=[CH:9][CH:10]=2)[C:5]([OH:7])=[O:6])=[CH:16][CH:15]=1)([CH3:13])[CH3:12]. The yield is 0.850. (6) The reactants are [O:1]1[CH2:6][CH2:5][CH:4]([S:7]([C:10]2[CH:15]=[CH:14][C:13]([C:16]3[CH:21]=[CH:20][N:19]=[C:18]([NH:22][C:23]4[CH:31]=[CH:30][C:26]([C:27]([OH:29])=O)=[CH:25][CH:24]=4)[N:17]=3)=[CH:12][CH:11]=2)(=[O:9])=[O:8])[CH2:3][CH2:2]1.[CH3:32][N:33]([CH2:35][CH2:36][CH2:37][N:38]1[CH2:43][CH2:42][NH:41][CH2:40][CH2:39]1)[CH3:34].CCN=C=NCCCN(C)C.C1C=CC2N(O)N=NC=2C=1. The catalyst is C1COCC1.C(Cl)Cl. The product is [CH3:34][N:33]([CH3:32])[CH2:35][CH2:36][CH2:37][N:38]1[CH2:39][CH2:40][N:41]([C:27]([C:26]2[CH:25]=[CH:24][C:23]([NH:22][C:18]3[N:17]=[C:16]([C:13]4[CH:12]=[CH:11][C:10]([S:7]([CH:4]5[CH2:3][CH2:2][O:1][CH2:6][CH2:5]5)(=[O:8])=[O:9])=[CH:15][CH:14]=4)[CH:21]=[CH:20][N:19]=3)=[CH:31][CH:30]=2)=[O:29])[CH2:42][CH2:43]1. The yield is 0.220. (7) The reactants are Br[CH2:2][C:3]1[CH:8]=[CH:7][C:6]([S:9]([C:12]2[CH:17]=[CH:16][CH:15]=[CH:14][CH:13]=2)(=[O:11])=[O:10])=[CH:5][CH:4]=1.[CH3:18][O:19][P:20]([O:23]C)[O:21][CH3:22]. No catalyst specified. The yield is 0.860. The product is [CH3:18][O:19][P:20]([CH2:2][C:3]1[CH:8]=[CH:7][C:6]([S:9]([C:12]2[CH:17]=[CH:16][CH:15]=[CH:14][CH:13]=2)(=[O:11])=[O:10])=[CH:5][CH:4]=1)(=[O:23])[O:21][CH3:22].